This data is from Forward reaction prediction with 1.9M reactions from USPTO patents (1976-2016). The task is: Predict the product of the given reaction. (1) Given the reactants C(C1C=CC(O)=CC=1)(C)C.[CH2:11]([O:18][C:19]1[CH:24]=[CH:23][C:22]([C:25](C)([CH3:27])[CH3:26])=[CH:21][C:20]=1[C:29]([CH3:38])([CH3:37])[CH2:30][C:31](=[O:36])[C:32]([F:35])([F:34])[F:33])[C:12]1[CH:17]=[CH:16][CH:15]=[CH:14][CH:13]=1, predict the reaction product. The product is: [CH2:11]([O:18][C:19]1[CH:24]=[CH:23][C:22]([CH:25]([CH3:26])[CH3:27])=[CH:21][C:20]=1[C:29]([CH3:38])([CH3:37])[CH2:30][C:31](=[O:36])[C:32]([F:35])([F:34])[F:33])[C:12]1[CH:13]=[CH:14][CH:15]=[CH:16][CH:17]=1. (2) Given the reactants Cl.[CH:2]1[C:10]2[C:9]3[CH:11]=[CH:12][CH:13]=[CH:14][C:8]=3[S:7][C:6]=2[C:5]([CH:15]([N:19]2[CH2:24][CH2:23][N:22]([CH3:25])[CH2:21][CH2:20]2)[C:16]([OH:18])=[O:17])=[CH:4][CH:3]=1.[Cl:26][C:27]1[CH:28]=[C:29]([NH:34][NH2:35])[CH:30]=[C:31]([Cl:33])[CH:32]=1, predict the reaction product. The product is: [CH:16]([OH:18])=[O:17].[CH:6]1[C:10]2[C:9]3[CH:11]=[CH:12][CH:13]=[CH:14][C:8]=3[S:7][C:2]=2[CH:3]=[CH:4][C:5]=1[CH:15]([N:19]1[CH2:20][CH2:21][N:22]([CH3:25])[CH2:23][CH2:24]1)[C:16]([NH:35][NH:34][C:29]1[CH:28]=[C:27]([Cl:26])[CH:32]=[C:31]([Cl:33])[CH:30]=1)=[O:17]. (3) Given the reactants C[O:2][C:3](=[O:38])[CH2:4][O:5][C:6]1[CH:11]=[CH:10][CH:9]=[C:8]([NH:12][C:13]2[C:14]3[C:21]([C:22]4[CH:27]=[CH:26][C:25]([O:28][CH3:29])=[CH:24][CH:23]=4)=[C:20]([C:30]4[CH:35]=[CH:34][C:33]([O:36][CH3:37])=[CH:32][CH:31]=4)[O:19][C:15]=3[N:16]=[CH:17][N:18]=2)[CH:7]=1.[OH-].[Na+], predict the reaction product. The product is: [CH3:29][O:28][C:25]1[CH:24]=[CH:23][C:22]([C:21]2[C:14]3[C:13]([NH:12][C:8]4[CH:7]=[C:6]([CH:11]=[CH:10][CH:9]=4)[O:5][CH2:4][C:3]([OH:38])=[O:2])=[N:18][CH:17]=[N:16][C:15]=3[O:19][C:20]=2[C:30]2[CH:31]=[CH:32][C:33]([O:36][CH3:37])=[CH:34][CH:35]=2)=[CH:27][CH:26]=1. (4) Given the reactants [H-].[Na+].[I-].[CH3:4][S+](C)(C)=O.[Br:9][C:10]1[CH:19]=[CH:18][CH:17]=[C:16]2[C:11]=1[CH:12]=[CH:13][C:14](=[O:29])[N:15]2[CH2:20][C:21]1[CH:26]=[CH:25][C:24]([O:27][CH3:28])=[CH:23][CH:22]=1, predict the reaction product. The product is: [Br:9][C:10]1[C:11]2[CH:12]3[CH2:4][CH:13]3[C:14](=[O:29])[N:15]([CH2:20][C:21]3[CH:22]=[CH:23][C:24]([O:27][CH3:28])=[CH:25][CH:26]=3)[C:16]=2[CH:17]=[CH:18][CH:19]=1. (5) Given the reactants [CH2:1]([O:3][C:4](=[O:18])[CH2:5][O:6][C:7]1[CH:12]=[CH:11][C:10]([CH2:13][CH2:14][CH2:15][OH:16])=[CH:9][C:8]=1[CH3:17])[CH3:2].N1C=CC=CC=1.[C:25]1([CH3:45])[CH:30]=[CH:29][C:28]([S:31](O[S:31]([C:28]2[CH:29]=[CH:30][C:25]([CH3:45])=[CH:26][CH:27]=2)(=[O:33])=[O:32])(=[O:33])=[O:32])=[CH:27][CH:26]=1, predict the reaction product. The product is: [CH2:1]([O:3][C:4](=[O:18])[CH2:5][O:6][C:7]1[CH:12]=[CH:11][C:10]([CH2:13][CH2:14][CH2:15][O:16][S:31]([C:28]2[CH:29]=[CH:30][C:25]([CH3:45])=[CH:26][CH:27]=2)(=[O:33])=[O:32])=[CH:9][C:8]=1[CH3:17])[CH3:2].